From a dataset of Reaction yield outcomes from USPTO patents with 853,638 reactions. Predict the reaction yield, written as a fraction of the theoretical maximum amount of product (1.0 means a 100% yield; for example, 0.34 means a 34% yield). The reactants are [NH2:1][C:2]1[CH:10]=[C:9]([O:11][CH3:12])[CH:8]=[C:7]([O:13][CH3:14])[C:3]=1[C:4]([NH2:6])=[O:5].[O:15]1[C:20]2[CH:21]=[CH:22][C:23]([CH:25]=O)=[CH:24][C:19]=2[O:18][CH2:17][CH2:16]1.COC1C=C(OC)C=C2C=1C(=O)NC(C1C=CC=CN=1)=N2. No catalyst specified. The product is [O:15]1[CH2:16][CH2:17][O:18][C:19]2[CH:24]=[C:23]([C:25]3[NH:6][C:4](=[O:5])[C:3]4[C:2](=[CH:10][C:9]([O:11][CH3:12])=[CH:8][C:7]=4[O:13][CH3:14])[N:1]=3)[CH:22]=[CH:21][C:20]1=2. The yield is 0.460.